This data is from Catalyst prediction with 721,799 reactions and 888 catalyst types from USPTO. The task is: Predict which catalyst facilitates the given reaction. (1) Reactant: C([O:9][CH2:10][CH2:11][O:12][CH2:13][CH2:14][N:15]1[C:23]2[C:22](Cl)=[N:21][CH:20]=[N:19][C:18]=2[CH:17]=[CH:16]1)(=O)C1C=CC=CC=1.[C:25]([O:29][C:30](=[O:51])[NH:31][C:32]1[CH:37]=[C:36]([C:38]([F:41])([F:40])[F:39])[CH:35]=[C:34]([O:42][C:43]2[CH:48]=[CH:47][C:46]([NH2:49])=[CH:45][C:44]=2[Cl:50])[CH:33]=1)([CH3:28])([CH3:27])[CH3:26].C(O)(C)C.[OH-].[Na+]. Product: [C:25]([O:29][C:30](=[O:51])[NH:31][C:32]1[CH:37]=[C:36]([C:38]([F:41])([F:40])[F:39])[CH:35]=[C:34]([O:42][C:43]2[CH:48]=[CH:47][C:46]([NH:49][C:22]3[C:23]4[N:15]([CH2:14][CH2:13][O:12][CH2:11][CH2:10][OH:9])[CH:16]=[CH:17][C:18]=4[N:19]=[CH:20][N:21]=3)=[CH:45][C:44]=2[Cl:50])[CH:33]=1)([CH3:28])([CH3:26])[CH3:27]. The catalyst class is: 83. (2) Reactant: [N:1]1[CH:6]=[CH:5][CH:4]=[CH:3][C:2]=1[C:7]1[C:8]([NH2:13])=[N:9][NH:10][C:11]=1[NH2:12].O=[C:15]([C:22]1[CH:27]=[CH:26][C:25]([C:28]([F:31])([F:30])[F:29])=[CH:24][CH:23]=1)[CH2:16][C:17](OCC)=[O:18].CC1C=CC(S(O)(=O)=O)=CC=1. Product: [NH2:12][C:11]1[C:7]([C:2]2[CH:3]=[CH:4][CH:5]=[CH:6][N:1]=2)=[C:8]2[NH:13][C:15]([C:22]3[CH:27]=[CH:26][C:25]([C:28]([F:29])([F:30])[F:31])=[CH:24][CH:23]=3)=[CH:16][C:17](=[O:18])[N:9]2[N:10]=1. The catalyst class is: 114. (3) Reactant: [N+:1]([C:4]1[C:12]2[C:7](=[CH:8][CH:9]=[CH:10][CH:11]=2)[N:6]([C:13](=[O:15])[CH3:14])[CH:5]=1)([O-])=O.[C:16](O[C:16]([O:18][C:19]([CH3:22])([CH3:21])[CH3:20])=[O:17])([O:18][C:19]([CH3:22])([CH3:21])[CH3:20])=[O:17]. The catalyst class is: 19. Product: [C:13]([N:6]1[C:7]2[C:12](=[CH:11][CH:10]=[CH:9][CH:8]=2)[C:4]([NH:1][C:16](=[O:17])[O:18][C:19]([CH3:22])([CH3:21])[CH3:20])=[CH:5]1)(=[O:15])[CH3:14]. (4) Reactant: N(C([C:6]1[C:14]2[C:9](=[CH:10][CH:11]=[CH:12][CH:13]=2)[N:8]([C:15]([O:17][CH2:18][CH3:19])=[O:16])[CH:7]=1)=O)=[N+]=[N-].C1[CH2:24][O:23]CC1.[Br-].[NH:26]1[C:34]2[C:29](=[CH:30][CH:31]=[CH:32][CH:33]=2)[C:28]([C:35](=[O:38])[CH2:36][NH3+:37])=[CH:27]1.C([N:41](C(C)C)C(C)C)C. Product: [NH:26]1[C:34]2[C:29](=[CH:30][CH:31]=[CH:32][CH:33]=2)[C:28]([C:35](=[O:38])[CH2:36][NH:37][C:24](=[O:23])[NH:41][C:6]2[C:14]3[C:9](=[CH:10][CH:11]=[CH:12][CH:13]=3)[N:8]([C:15]([O:17][CH2:18][CH3:19])=[O:16])[CH:7]=2)=[CH:27]1. The catalyst class is: 48. (5) Product: [CH3:1][C:2]1[C:6]([C:7]2[CH:8]=[C:9]([C:19]([C:21]3[CH:26]=[CH:25][CH:24]=[CH:23][N:22]=3)([OH:20])[CH:28]([CH3:29])[CH2:30][CH3:31])[C:10]3[N:14]=[C:13]([O:15][CH2:16][CH3:17])[NH:12][C:11]=3[CH:18]=2)=[C:5]([CH3:27])[O:4][N:3]=1. The catalyst class is: 1. Reactant: [CH3:1][C:2]1[C:6]([C:7]2[CH:8]=[C:9]([C:19]([C:21]3[CH:26]=[CH:25][CH:24]=[CH:23][N:22]=3)=[O:20])[C:10]3[N:14]=[C:13]([O:15][CH2:16][CH3:17])[NH:12][C:11]=3[CH:18]=2)=[C:5]([CH3:27])[O:4][N:3]=1.[CH:28]([Mg]Br)([CH2:30][CH3:31])[CH3:29].